Dataset: Catalyst prediction with 721,799 reactions and 888 catalyst types from USPTO. Task: Predict which catalyst facilitates the given reaction. (1) Reactant: [CH3:1][O:2][C@@H:3]1[CH2:7][N:6]([C:8]([O:10][C:11]([CH3:14])([CH3:13])[CH3:12])=[O:9])[C@@:5]([C:18]([NH:20][CH2:21][C:22](=O)[CH2:23][CH2:24][C:25]([O:27][CH3:28])=[O:26])=O)([CH2:15][O:16][CH3:17])[CH2:4]1.COC1C=CC(P2(SP(C3C=CC(OC)=CC=3)(=S)S2)=[S:39])=CC=1.[Cl-].[Na+]. Product: [CH3:28][O:27][C:25](=[O:26])[CH2:24][CH2:23][C:22]1[S:39][C:18]([C@:5]2([CH2:15][O:16][CH3:17])[CH2:4][C@H:3]([O:2][CH3:1])[CH2:7][N:6]2[C:8]([O:10][C:11]([CH3:14])([CH3:13])[CH3:12])=[O:9])=[N:20][CH:21]=1. The catalyst class is: 11. (2) Reactant: [Cl:1][C:2]1[CH:3]=[CH:4][C:5]([OH:22])=[C:6]([C:8]2[CH2:12][CH2:11][CH2:10][C:9]=2[C:13]2[N:18]=[C:17]([C:19]([OH:21])=[O:20])[CH:16]=[CH:15][CH:14]=2)[CH:7]=1.[Cl:23][C:24]1[CH:31]=[CH:30][C:27]([CH2:28]Br)=[CH:26][CH:25]=1.C(=O)([O-])[O-].[K+].[K+]. Product: [Cl:23][C:24]1[CH:31]=[CH:30][C:27]([CH2:28][O:20][C:19]([C:17]2[CH:16]=[CH:15][CH:14]=[C:13]([C:9]3[CH2:10][CH2:11][CH2:12][C:8]=3[C:6]3[CH:7]=[C:2]([Cl:1])[CH:3]=[CH:4][C:5]=3[O:22][CH2:28][C:27]3[CH:30]=[CH:31][C:24]([Cl:23])=[CH:25][CH:26]=3)[N:18]=2)=[O:21])=[CH:26][CH:25]=1. The catalyst class is: 131. (3) Reactant: [Cl:1][C:2]1[C:7]([N+:8]([O-])=O)=[CH:6][CH:5]=[CH:4][N:3]=1.[CH:11]([Mg]Br)=[CH2:12]. Product: [Cl:1][C:2]1[N:3]=[CH:4][CH:5]=[C:6]2[CH:12]=[CH:11][NH:8][C:7]=12. The catalyst class is: 1. (4) Reactant: [F:1][C:2]1[CH:10]=[CH:9][C:5]([C:6](Cl)=[O:7])=[CH:4][CH:3]=1.[Cl:11][C:12]1[CH:13]=[C:14]([C@@H:19]([CH2:35][NH:36][CH3:37])[CH2:20][CH2:21][N:22]2[CH2:27][CH2:26][CH:25]([N:28]3[CH2:33][CH2:32][CH2:31][CH2:30][C:29]3=[O:34])[CH2:24][CH2:23]2)[CH:15]=[CH:16][C:17]=1[Cl:18]. Product: [Cl:11][C:12]1[CH:13]=[C:14]([C@H:19]([CH2:20][CH2:21][N:22]2[CH2:23][CH2:24][CH:25]([N:28]3[CH2:33][CH2:32][CH2:31][CH2:30][C:29]3=[O:34])[CH2:26][CH2:27]2)[CH2:35][N:36]([CH3:37])[C:6](=[O:7])[C:5]2[CH:9]=[CH:10][C:2]([F:1])=[CH:3][CH:4]=2)[CH:15]=[CH:16][C:17]=1[Cl:18]. The catalyst class is: 4.